Dataset: Full USPTO retrosynthesis dataset with 1.9M reactions from patents (1976-2016). Task: Predict the reactants needed to synthesize the given product. (1) Given the product [CH3:35][O:36][C:37](=[O:46])[CH:38]([P:40]([O:42][CH3:43])([O:44][CH3:45])=[O:41])[NH:39][C:14](=[O:16])[C:13]1[CH:17]=[CH:18][C:19]([C:21]([NH:23][CH2:24][C:25]2[CH:30]=[CH:29][CH:28]=[C:27]([O:31][CH2:32][O:33][CH3:34])[CH:26]=2)=[O:22])=[CH:20][C:12]=1[Cl:11], predict the reactants needed to synthesize it. The reactants are: ON1C2C=CC=CC=2N=N1.[Cl:11][C:12]1[CH:20]=[C:19]([C:21]([NH:23][CH2:24][C:25]2[CH:30]=[CH:29][CH:28]=[C:27]([O:31][CH2:32][O:33][CH3:34])[CH:26]=2)=[O:22])[CH:18]=[CH:17][C:13]=1[C:14]([OH:16])=O.[CH3:35][O:36][C:37](=[O:46])[CH:38]([P:40]([O:44][CH3:45])([O:42][CH3:43])=[O:41])[NH2:39]. (2) Given the product [F:1][C:2]1([F:25])[CH2:7][CH2:6][CH2:5][C:4]([CH2:9][NH:10][C:11]([C:13]2[C:14]3[CH:15]=[CH:16][C:17]([N:39]4[CH2:40][CH2:41][C@@H:37]([N:36]([CH3:42])[CH3:35])[CH2:38]4)=[N:18][C:19]=3[CH:20]=[CH:21][C:22]=2[Cl:23])=[O:12])([OH:8])[CH2:3]1, predict the reactants needed to synthesize it. The reactants are: [F:1][C:2]1([F:25])[CH2:7][CH2:6][CH2:5][C:4]([CH2:9][NH:10][C:11]([C:13]2[C:14]3[CH:15]=[CH:16][C:17](Cl)=[N:18][C:19]=3[CH:20]=[CH:21][C:22]=2[Cl:23])=[O:12])([OH:8])[CH2:3]1.CCN(C(C)C)C(C)C.[CH3:35][N:36]([CH3:42])[C@@H:37]1[CH2:41][CH2:40][NH:39][CH2:38]1. (3) Given the product [CH:1]([N:4]1[N:8]=[N:7][C:6]([C:9]2[CH:10]=[C:11]([CH:12]=[CH:13][CH:14]=2)[NH2:15])=[N:5]1)([CH3:3])[CH3:2], predict the reactants needed to synthesize it. The reactants are: [CH:1]([N:4]1[N:8]=[N:7][C:6]([C:9]2[CH:14]=[CH:13][CH:12]=[C:11]([N+:15]([O-])=O)[CH:10]=2)=[N:5]1)([CH3:3])[CH3:2].[Cl-].[NH4+]. (4) Given the product [Cl:25][C:20]1[CH:21]=[CH:22][CH:23]=[CH:24][C:19]=1[N:17]([CH3:18])[C:15]([C:13]1[S:12][C:11]2[C:5]3[CH:4]=[CH:3][C:2]([C:33]4[CH:32]=[CH:31][CH:30]=[C:29]([CH2:28][OH:27])[CH:34]=4)=[CH:26][C:6]=3[O:7][CH2:8][CH2:9][C:10]=2[CH:14]=1)=[O:16], predict the reactants needed to synthesize it. The reactants are: Br[C:2]1[CH:3]=[CH:4][C:5]2[C:11]3[S:12][C:13]([C:15]([N:17]([C:19]4[CH:24]=[CH:23][CH:22]=[CH:21][C:20]=4[Cl:25])[CH3:18])=[O:16])=[CH:14][C:10]=3[CH2:9][CH2:8][O:7][C:6]=2[CH:26]=1.[OH:27][CH2:28][C:29]1[CH:30]=[C:31](B(O)O)[CH:32]=[CH:33][CH:34]=1. (5) Given the product [C:1]([O-:4])(=[O:3])[CH3:2].[C:5]([O-:8])(=[O:7])[CH3:6].[C:9]([O-:12])(=[O:11])[CH3:10].[CH2:18]([O:25][C:26]1[CH:31]=[C:30]([CH3:32])[C:29]([Pb+3:17])=[C:28]([CH3:36])[CH:27]=1)[C:19]1[CH:24]=[CH:23][CH:22]=[CH:21][CH:20]=1, predict the reactants needed to synthesize it. The reactants are: [C:1]([O-:4])(=[O:3])[CH3:2].[C:5]([O-:8])(=[O:7])[CH3:6].[C:9]([O-:12])(=[O:11])[CH3:10].C([O-])(=O)C.[Pb+4:17].[CH2:18]([O:25][C:26]1[CH:31]=[C:30]([CH3:32])[C:29](B(O)O)=[C:28]([CH3:36])[CH:27]=1)[C:19]1[CH:24]=[CH:23][CH:22]=[CH:21][CH:20]=1.C(=O)([O-])[O-].[K+].[K+]. (6) The reactants are: C(Cl)(=O)C(Cl)=O.[C:7]1([CH2:13][N:14]2[CH2:19][CH2:18][O:17][CH:16]([C:20]([OH:22])=O)[CH2:15]2)[CH:12]=[CH:11][CH:10]=[CH:9][CH:8]=1.C(N(CC)CC)C.[NH2:30][CH2:31][C:32]([C:34]1[CH:39]=[CH:38][CH:37]=[CH:36][CH:35]=1)=[O:33]. Given the product [O:33]=[C:32]([C:34]1[CH:39]=[CH:38][CH:37]=[CH:36][CH:35]=1)[CH2:31][NH:30][C:20]([CH:16]1[O:17][CH2:18][CH2:19][N:14]([CH2:13][C:7]2[CH:8]=[CH:9][CH:10]=[CH:11][CH:12]=2)[CH2:15]1)=[O:22], predict the reactants needed to synthesize it. (7) Given the product [CH2:1]([N:8]1[C:13](=[O:14])[C:12]([C:28]2[CH:29]=[CH:30][S:26][CH:27]=2)=[C:11]([C:16]2[CH:21]=[CH:20][C:19]([S:22]([CH3:25])(=[O:24])=[O:23])=[CH:18][CH:17]=2)[CH:10]=[N:9]1)[C:2]1[CH:7]=[CH:6][CH:5]=[CH:4][CH:3]=1, predict the reactants needed to synthesize it. The reactants are: [CH2:1]([N:8]1[C:13](=[O:14])[C:12](Cl)=[C:11]([C:16]2[CH:21]=[CH:20][C:19]([S:22]([CH3:25])(=[O:24])=[O:23])=[CH:18][CH:17]=2)[CH:10]=[N:9]1)[C:2]1[CH:7]=[CH:6][CH:5]=[CH:4][CH:3]=1.[S:26]1[CH:30]=[CH:29][C:28](B(O)O)=[CH:27]1.[F-].[Cs+].N. (8) Given the product [NH2:23][C@H:24]([C@H:25]([OH:26])[CH3:27])[C:28]([NH:13][C:12]1[CH:11]=[CH:10][C:9]([CH2:1][CH2:2][CH2:3][CH2:4][CH2:5][CH2:6][CH2:7][CH3:8])=[CH:15][CH:14]=1)=[O:29], predict the reactants needed to synthesize it. The reactants are: [CH2:1]([C:9]1[CH:15]=[CH:14][C:12]([NH2:13])=[CH:11][CH:10]=1)[CH2:2][CH2:3][CH2:4][CH2:5][CH2:6][CH2:7][CH3:8].C(OC([NH:23][C@@H:24]([C:28](O)=[O:29])[C@@H:25]([CH3:27])[OH:26])=O)(C)(C)C. (9) Given the product [CH3:1][O:2][C:3](=[O:32])[CH2:4][CH2:5][C:6]1[CH:11]=[CH:10][C:9]([CH2:12][N:13]2[CH2:18][CH2:17][CH2:16][CH:15]([C:19]3[C:27]4[C:22](=[CH:23][CH:24]=[CH:25][CH:26]=4)[NH:21][C:20]=3[CH:28]([CH3:29])[CH3:30])[CH2:14]2)=[C:8]([F:31])[CH:7]=1, predict the reactants needed to synthesize it. The reactants are: [CH3:1][O:2][C:3](=[O:32])/[CH:4]=[CH:5]/[C:6]1[CH:11]=[CH:10][C:9]([CH2:12][N:13]2[CH2:18][CH2:17][CH2:16][CH:15]([C:19]3[C:27]4[C:22](=[CH:23][CH:24]=[CH:25][CH:26]=4)[NH:21][C:20]=3[C:28]([CH3:30])=[CH2:29])[CH2:14]2)=[C:8]([F:31])[CH:7]=1.